From a dataset of Retrosynthesis with 50K atom-mapped reactions and 10 reaction types from USPTO. Predict the reactants needed to synthesize the given product. (1) The reactants are: CC(C)(C)OC(=O)C1CC(S(C)(=O)=O)C(c2ccccc2F)N1C(=O)CNC(=O)Nc1cccc(C(=O)OCc2ccccc2)c1. Given the product CC(C)(C)OC(=O)C1CC(S(C)(=O)=O)C(c2ccccc2F)N1C(=O)CNC(=O)Nc1cccc(C(=O)O)c1, predict the reactants needed to synthesize it. (2) Given the product CN1CC(C)(C)Cc2nc(Oc3cc(O[C@H]4CCOC4)cc(C(=O)Nc4ccn(C)n4)c3)sc2C1=O, predict the reactants needed to synthesize it. The reactants are: CN1CC(C)(C)Cc2nc(Cl)sc2C1=O.Cn1ccc(NC(=O)c2cc(O)cc(O[C@H]3CCOC3)c2)n1.